From a dataset of Forward reaction prediction with 1.9M reactions from USPTO patents (1976-2016). Predict the product of the given reaction. (1) Given the reactants [F:1][C:2]1[CH:7]=[C:6]([CH:8]=C)[CH:5]=[CH:4][C:3]=1[NH:10][S:11]([CH3:14])(=[O:13])=[O:12].I([O-])(=O)(=O)=[O:16].[Na+], predict the reaction product. The product is: [F:1][C:2]1[CH:7]=[C:6]([CH:8]=[O:16])[CH:5]=[CH:4][C:3]=1[NH:10][S:11]([CH3:14])(=[O:13])=[O:12]. (2) Given the reactants [CH:1]1([N:7]([CH3:17])[C:8]2[N:13]=[CH:12][N:11]=[C:10]([C:14]([OH:16])=O)[CH:9]=2)[CH2:6][CH2:5][CH2:4][CH2:3][CH2:2]1.[NH2:18][C:19]1[CH:24]=[CH:23][C:22]([S:25]([NH:28][CH2:29][CH3:30])(=[O:27])=[O:26])=[CH:21][CH:20]=1, predict the reaction product. The product is: [CH:1]1([N:7]([CH3:17])[C:8]2[N:13]=[CH:12][N:11]=[C:10]([C:14]([NH:18][C:19]3[CH:24]=[CH:23][C:22]([S:25]([NH:28][CH2:29][CH3:30])(=[O:27])=[O:26])=[CH:21][CH:20]=3)=[O:16])[CH:9]=2)[CH2:2][CH2:3][CH2:4][CH2:5][CH2:6]1. (3) Given the reactants Br[CH2:2][CH2:3][CH2:4][O:5][C:6]1[C:11]([I:12])=[CH:10][C:9]([F:13])=[CH:8][C:7]=1[F:14].[F:15][C:16]1[CH:21]=[C:20]([CH3:22])[C:19]([OH:23])=[C:18]([I:24])[CH:17]=1.C(=O)([O-])[O-].[K+].[K+].CC(C)=O, predict the reaction product. The product is: [F:14][C:7]1[CH:8]=[C:9]([F:13])[CH:10]=[C:11]([I:12])[C:6]=1[O:5][CH2:4][CH2:3][CH2:2][O:23][C:19]1[C:20]([CH3:22])=[CH:21][C:16]([F:15])=[CH:17][C:18]=1[I:24]. (4) Given the reactants [Cl:1][C:2]1[CH:7]=[CH:6][C:5]([S:8]([NH:11][CH:12]2[CH2:18][CH2:17][CH2:16][CH2:15][NH:14][C:13]2=[O:19])(=[O:10])=[O:9])=[CH:4][CH:3]=1.Br[CH2:21][C:22]1[CH:27]=[CH:26][C:25]([N:28]2[CH:32]=[CH:31][CH:30]=[N:29]2)=[CH:24][CH:23]=1.C(=O)([O-])[O-].[K+].[K+].[I-].[K+], predict the reaction product. The product is: [Cl:1][C:2]1[CH:3]=[CH:4][C:5]([S:8]([N:11]([CH:12]2[CH2:18][CH2:17][CH2:16][CH2:15][NH:14][C:13]2=[O:19])[CH2:21][C:22]2[CH:23]=[CH:24][C:25]([N:28]3[CH:32]=[CH:31][CH:30]=[N:29]3)=[CH:26][CH:27]=2)(=[O:10])=[O:9])=[CH:6][CH:7]=1. (5) Given the reactants C([O:8][C:9](=[O:23])/[C:10](/[O:21][CH3:22])=[CH:11]/[C:12]1[CH:13]=[C:14]2[C:18](=[CH:19][CH:20]=1)[NH:17][CH:16]=[CH:15]2)C1C=CC=CC=1.Cl[CH2:25][C:26]1[N:27]=[C:28]([C:32]2[CH:37]=[CH:36][CH:35]=[CH:34][CH:33]=2)[O:29][C:30]=1[CH3:31], predict the reaction product. The product is: [CH3:22][O:21]/[C:10](=[CH:11]\[C:12]1[CH:13]=[C:14]2[C:18](=[CH:19][CH:20]=1)[N:17]([CH2:25][C:26]1[N:27]=[C:28]([C:32]3[CH:37]=[CH:36][CH:35]=[CH:34][CH:33]=3)[O:29][C:30]=1[CH3:31])[CH:16]=[CH:15]2)/[C:9]([OH:8])=[O:23]. (6) Given the reactants Br[C:2]1[C:7]2=[N:8][C:9]([C:12]([N:14]3[CH2:19][CH2:18][O:17][CH2:16][CH2:15]3)=[O:13])=[CH:10][N:11]=[C:6]2[CH:5]=[N:4][CH:3]=1.[Cl:20][C:21]1[CH:26]=[CH:25][C:24](B(O)O)=[CH:23][CH:22]=1.C(=O)([O-])[O-].[Cs+].[Cs+].O1CCOCC1, predict the reaction product. The product is: [Cl:20][C:21]1[CH:26]=[CH:25][C:24]([C:2]2[C:7]3=[N:8][C:9]([C:12]([N:14]4[CH2:19][CH2:18][O:17][CH2:16][CH2:15]4)=[O:13])=[CH:10][N:11]=[C:6]3[CH:5]=[N:4][CH:3]=2)=[CH:23][CH:22]=1. (7) Given the reactants CO[C:3](=O)[C:4]1[CH:9]=[C:8]([O:10][CH2:11][C@@H:12]([NH:21]C(OC(C)(C)C)=O)[CH2:13][C:14]2[CH:19]=[CH:18][C:17]([F:20])=[CH:16][CH:15]=2)[CH:7]=[N:6][CH:5]=1.[CH2:30]([O:37][C:38]1[CH:39]=[C:40]2[C:45](=[CH:46][C:47]=1[O:48][CH3:49])[N:44]=[CH:43][C:42]([C:50]#[N:51])=[C:41]2[CH3:52])[C:31]1[CH:36]=[CH:35][CH:34]=[CH:33][CH:32]=1.[Li+].C[Si]([N-:58][Si](C)(C)C)(C)C.C([O-])(=O)C.[NH4+], predict the reaction product. The product is: [NH2:21][C@@H:12]([CH2:13][C:14]1[CH:15]=[CH:16][C:17]([F:20])=[CH:18][CH:19]=1)[CH2:11][O:10][C:8]1[CH:9]=[C:4]([C:3]2[CH:52]=[C:41]3[C:42](=[C:50]([NH2:58])[N:51]=2)[CH:43]=[N:44][C:45]2[CH:46]=[C:47]([O:48][CH3:49])[C:38]([O:37][CH2:30][C:31]4[CH:36]=[CH:35][CH:34]=[CH:33][CH:32]=4)=[CH:39][C:40]3=2)[CH:5]=[N:6][CH:7]=1. (8) Given the reactants Br[C:2]1[C:3]2[CH:12]=[CH:11][O:10][C:4]=2[C:5](=[O:9])[N:6]([CH3:8])[CH:7]=1.[CH3:13][C:14]1([CH3:30])[C:18]([CH3:20])([CH3:19])[O:17][B:16]([B:16]2[O:17][C:18]([CH3:20])([CH3:19])[C:14]([CH3:30])([CH3:13])[O:15]2)[O:15]1.CC([O-])=O.[K+].CC(C1C=C(C(C)C)C(C2C=CC=CC=2P(C2CCCCC2)C2CCCCC2)=C(C(C)C)C=1)C, predict the reaction product. The product is: [CH3:8][N:6]1[CH:7]=[C:2]([B:16]2[O:17][C:18]([CH3:20])([CH3:19])[C:14]([CH3:30])([CH3:13])[O:15]2)[C:3]2[CH:12]=[CH:11][O:10][C:4]=2[C:5]1=[O:9].